This data is from Forward reaction prediction with 1.9M reactions from USPTO patents (1976-2016). The task is: Predict the product of the given reaction. (1) Given the reactants I[C:2]1[CH:7]=[CH:6][C:5]([N:8]2[CH2:12][C@H:11]([CH2:13][NH:14][C:15](=[O:17])[CH3:16])[O:10][C:9]2=[O:18])=[CH:4][C:3]=1[F:19].[CH:20]([Sn](CCCC)(CCCC)CCCC)=[CH2:21], predict the reaction product. The product is: [CH:20]([C:2]1[CH:7]=[CH:6][C:5]([N:8]2[CH2:12][C@H:11]([CH2:13][NH:14][C:15](=[O:17])[CH3:16])[O:10][C:9]2=[O:18])=[CH:4][C:3]=1[F:19])=[CH2:21]. (2) Given the reactants [CH3:1][C@@:2]1([CH2:13][N:14]2[CH2:19][CH2:18][CH:17]([N:20]([CH2:28][CH2:29][C:30]3[CH:35]=[CH:34][C:33]([C:36]([F:39])([F:38])[F:37])=[CH:32][CH:31]=3)C(=O)OC(C)(C)C)[CH2:16][CH2:15]2)[O:6][C:5]2=[N:7][C:8]([N+:10]([O-:12])=[O:11])=[CH:9][N:4]2[CH2:3]1.FC(F)(F)C(O)=O.C(=O)([O-])O.[Na+], predict the reaction product. The product is: [CH3:1][C@@:2]1([CH2:13][N:14]2[CH2:19][CH2:18][CH:17]([NH:20][CH2:28][CH2:29][C:30]3[CH:31]=[CH:32][C:33]([C:36]([F:39])([F:37])[F:38])=[CH:34][CH:35]=3)[CH2:16][CH2:15]2)[O:6][C:5]2=[N:7][C:8]([N+:10]([O-:12])=[O:11])=[CH:9][N:4]2[CH2:3]1. (3) The product is: [OH:12][C:11]1[C:19]2[C:1](=[O:9])[C:2]3[C:8](=[CH:7][CH:6]=[CH:5][CH:3]=3)[O:18][C:17]=2[CH:16]=[C:14]([OH:15])[CH:13]=1. Given the reactants [C:1](O)(=[O:9])[C:2]1[C:3](=[CH:5][CH:6]=[CH:7][CH:8]=1)O.[C:11]1([CH:19]=[C:17]([OH:18])[CH:16]=[C:14]([OH:15])[CH:13]=1)[OH:12], predict the reaction product. (4) Given the reactants [C:1]([C:5]1[CH:14]=[C:13]2[C:8]([C:9](=O)[C:10]([C:15]([O:17][CH2:18][CH3:19])=[O:16])=[CH:11][NH:12]2)=[CH:7][CH:6]=1)([CH3:4])([CH3:3])[CH3:2].P(Cl)(Cl)([Cl:23])=O, predict the reaction product. The product is: [C:1]([C:5]1[CH:14]=[C:13]2[C:8]([C:9]([Cl:23])=[C:10]([C:15]([O:17][CH2:18][CH3:19])=[O:16])[CH:11]=[N:12]2)=[CH:7][CH:6]=1)([CH3:4])([CH3:3])[CH3:2]. (5) Given the reactants [OH:1][CH:2]1[CH2:7][CH2:6][N:5]([C:8]([O:10][C:11]([CH3:14])([CH3:13])[CH3:12])=[O:9])[CH2:4][CH2:3]1.[F:15][C:16]([F:20])([F:19])[CH2:17]O.C1(P(C2C=CC=CC=2)C2C=CC=CC=2)C=CC=CC=1.N(C(OCC)=O)=NC(OCC)=O, predict the reaction product. The product is: [F:15][C:16]([F:20])([F:19])[CH2:17][O:1][CH:2]1[CH2:3][CH2:4][N:5]([C:8]([O:10][C:11]([CH3:14])([CH3:13])[CH3:12])=[O:9])[CH2:6][CH2:7]1. (6) Given the reactants CS(Cl)(=O)=O.[N:6]1[CH:11]=[CH:10][N:9]=[CH:8][C:7]=1[C:12]1[CH:13]=[C:14]2[C:19](=[CH:20][CH:21]=1)[CH:18]=[C:17]([CH2:22][CH2:23]O)[CH:16]=[CH:15]2.C(N(CC)CC)C.S([O-])(=O)(=O)C.[CH3:37][C@@H:38]1[CH2:42][CH2:41][CH2:40][NH:39]1.C(=O)([O-])[O-].[Cs+].[Cs+].Cl, predict the reaction product. The product is: [CH3:37][C@@H:38]1[CH2:42][CH2:41][CH2:40][N:39]1[CH2:23][CH2:22][C:17]1[CH:18]=[C:19]2[C:14](=[CH:15][CH:16]=1)[CH:13]=[C:12]([C:7]1[CH:8]=[N:9][CH:10]=[CH:11][N:6]=1)[CH:21]=[CH:20]2. (7) Given the reactants CO[C:3]1[CH:30]=[CH:29][C:6]([CH2:7][NH:8][CH2:9][CH2:10][NH:11][C:12]([C:14]2[S:15][CH:16]=[CH:17][C:18]=2[NH:19][C:20]2[CH:25]=[CH:24][N:23]=[C:22]3[NH:26][CH:27]=[CH:28][C:21]=23)=[O:13])=[CH:5][CH:4]=1.[NH:31]1C2C(=CC(C=O)=CC=2)[CH:33]=[CH:32]1, predict the reaction product. The product is: [NH:31]1[C:3]2[C:30](=[CH:29][C:6]([CH2:7][NH:8][CH2:9][CH2:10][NH:11][C:12]([C:14]3[S:15][CH:16]=[CH:17][C:18]=3[NH:19][C:20]3[CH:25]=[CH:24][N:23]=[C:22]4[NH:26][CH:27]=[CH:28][C:21]=34)=[O:13])=[CH:5][CH:4]=2)[CH:33]=[CH:32]1. (8) The product is: [CH3:26][C:21]1[CH:20]=[C:19]([N:1]2[C:9]3[C:4](=[CH:5][CH:6]=[CH:7][CH:8]=3)[CH:3]=[CH:2]2)[CH:24]=[C:23]([CH3:25])[CH:22]=1. Given the reactants [NH:1]1[C:9]2[C:4](=[CH:5][CH:6]=[CH:7][CH:8]=2)[CH:3]=[CH:2]1.[O-]P([O-])([O-])=O.[K+].[K+].[K+].Br[C:19]1[CH:20]=[C:21]([CH3:26])[CH:22]=[C:23]([CH3:25])[CH:24]=1.[OH-].[NH4+].CCCCCCCCCCCC, predict the reaction product. (9) Given the reactants [CH3:1][C:2]1[C:3]([N:8]([CH:13]2[C:22]3[N:21]=[CH:20][CH:19]=[CH:18][C:17]=3[CH2:16][CH2:15][CH2:14]2)[CH2:9][CH2:10][CH2:11][NH2:12])=[N:4][CH:5]=[CH:6][CH:7]=1.C(OC(=O)[NH:29][C:30](=NC(OC(C)(C)C)=O)[N:31]1C=CC=N1)(C)(C)C.C(OC(=O)NC(CCCN(CC1C(C)=CC=CN=1)C1C2N=CC=CC=2CCC1)=NC(OC(C)(C)C)=O)(C)(C)C, predict the reaction product. The product is: [CH3:1][C:2]1[C:3]([N:8]([CH:13]2[C:22]3[N:21]=[CH:20][CH:19]=[CH:18][C:17]=3[CH2:16][CH2:15][CH2:14]2)[CH2:9][CH2:10][CH2:11][NH:12][C:30]([NH2:31])=[NH:29])=[N:4][CH:5]=[CH:6][CH:7]=1.